This data is from Forward reaction prediction with 1.9M reactions from USPTO patents (1976-2016). The task is: Predict the product of the given reaction. (1) Given the reactants [Li+].[B-](CC)(CC)CC.[F:9][C:10]1[CH:15]=[CH:14][C:13]([N:16]2[C:20]3[CH:21]=[C:22]4[C@:27]([C:29](OC)=[O:30])([CH2:28][C:19]=3[CH:18]=[N:17]2)[CH2:26][N:25]([S:33]([C:36]2[CH:37]=[C:38]([CH3:42])[CH:39]=[CH:40][CH:41]=2)(=[O:35])=[O:34])[CH2:24][CH2:23]4)=[CH:12][CH:11]=1, predict the reaction product. The product is: [F:9][C:10]1[CH:15]=[CH:14][C:13]([N:16]2[C:20]3[CH:21]=[C:22]4[C@:27]([CH2:29][OH:30])([CH2:28][C:19]=3[CH:18]=[N:17]2)[CH2:26][N:25]([S:33]([C:36]2[CH:37]=[C:38]([CH3:42])[CH:39]=[CH:40][CH:41]=2)(=[O:35])=[O:34])[CH2:24][CH2:23]4)=[CH:12][CH:11]=1. (2) Given the reactants [CH2:1]1CN([P+](ON2N=NC3C=CC=CC2=3)(N2CCCC2)N2CCCC2)CC1.F[P-](F)(F)(F)(F)F.[CH2:34]([O:41][C:42]1[C:43]([C:58](O)=[O:59])=[N:44][CH:45]=[CH:46][C:47]=1[O:48][CH2:49][C:50]1[CH:55]=[CH:54][C:53]([O:56][CH3:57])=[CH:52][CH:51]=1)[C:35]1[CH:40]=[CH:39][CH:38]=[CH:37][CH:36]=1.[Si:61]([O:68][CH2:69][CH2:70][NH:71][CH2:72][C:73]1[CH:78]=[CH:77][C:76]([F:79])=[CH:75][CH:74]=1)([C:64]([CH3:67])([CH3:66])[CH3:65])([CH3:63])[CH3:62].CCN(CC)CC, predict the reaction product. The product is: [CH2:34]([O:41][C:42]1[C:43]([C:58]([N:71]([CH2:70][CH2:69][O:68][Si:61]([C:64]([CH3:67])([CH3:66])[CH3:65])([CH3:63])[CH3:62])[CH2:72][C:73]2[CH:78]=[CH:77][C:76]([F:79])=[CH:75][CH:74]=2)=[O:59])=[N:44][CH:45]=[CH:46][C:47]=1[O:48][CH2:49][C:50]1[CH:55]=[CH:54][C:53]([O:56][CH2:57][CH3:1])=[CH:52][CH:51]=1)[C:35]1[CH:36]=[CH:37][CH:38]=[CH:39][CH:40]=1. (3) Given the reactants [S:1]1[C:5]2[CH:6]=[CH:7][CH:8]=[CH:9][C:4]=2[N:3]=[C:2]1[N:10]1[C:14](=[O:15])[C:13](=[CH:16][N:17](C)C)[C:12]([C:20]2[CH:25]=[CH:24][C:23]([CH3:26])=[C:22]([Br:27])[CH:21]=2)=[N:11]1, predict the reaction product. The product is: [NH2:17][CH:16]=[C:13]1[C:12]([C:20]2[CH:25]=[CH:24][C:23]([CH3:26])=[C:22]([Br:27])[CH:21]=2)=[N:11][N:10]([C:2]2[S:1][C:5]3[CH:6]=[CH:7][CH:8]=[CH:9][C:4]=3[N:3]=2)[C:14]1=[O:15]. (4) The product is: [CH:44]([O:43][C:35]1[CH:34]=[C:33]([C:30]2[N:31]=[CH:32][N:28](/[CH:27]=[CH:26]\[C:25]([NH:49][NH2:50])=[O:47])[N:29]=2)[CH:38]=[C:37]([C:39]([F:41])([F:40])[F:42])[CH:36]=1)([CH3:46])[CH3:45]. Given the reactants [CH:44]([O:43][C:35]1[CH:34]=[C:33]([C:30]2[N:31]=[CH:32][N:28](/[CH:27]=[CH:26]\[C:25](O[C:25](=[O:47])/[CH:26]=[CH:27]\[N:28]3[CH:32]=[N:31][C:30]([C:33]4[CH:38]=[C:37]([C:39]([F:42])([F:41])[F:40])[CH:36]=[C:35]([O:43][CH:44]([CH3:46])[CH3:45])[CH:34]=4)=[N:29]3)=[O:47])[N:29]=2)[CH:38]=[C:37]([C:39]([F:40])([F:42])[F:41])[CH:36]=1)([CH3:45])[CH3:46].O.[NH2:49][NH2:50], predict the reaction product. (5) Given the reactants Cl.[F:2][C:3]1[CH:12]=[CH:11][C:6]([CH2:7][NH:8][O:9][CH3:10])=[C:5]([S:13][CH3:14])[CH:4]=1.[CH3:15][C:16]1([CH3:26])[O:20][C:19](=[CH:21][C:22](Cl)=[O:23])[C:18](=[O:25])[O:17]1.C(N(C(C)C)CC)(C)C, predict the reaction product. The product is: [CH3:15][C:16]1([CH3:26])[O:20][C:19](=[CH:21][C:22]([N:8]([CH2:7][C:6]2[CH:11]=[CH:12][C:3]([F:2])=[CH:4][C:5]=2[S:13][CH3:14])[O:9][CH3:10])=[O:23])[C:18](=[O:25])[O:17]1.